Dataset: Full USPTO retrosynthesis dataset with 1.9M reactions from patents (1976-2016). Task: Predict the reactants needed to synthesize the given product. (1) Given the product [OH:8][C:9]1[CH:18]=[CH:17][CH:16]=[C:15]2[C:10]=1[CH2:11][CH2:12][CH2:13][CH:14]2[C:19]([N:21]([C:36]1[CH:41]=[CH:40][C:39]([CH:42]([CH3:44])[CH3:43])=[CH:38][CH:37]=1)[CH2:22][C:23]1[CH:24]=[N:25][C:26]([O:29][C:30]2[CH:31]=[CH:32][CH:33]=[CH:34][CH:35]=2)=[CH:27][CH:28]=1)=[O:20], predict the reactants needed to synthesize it. The reactants are: C([O:8][C:9]1[CH:18]=[CH:17][CH:16]=[C:15]2[C:10]=1[CH2:11][CH2:12][CH2:13][CH:14]2[C:19]([N:21]([C:36]1[CH:41]=[CH:40][C:39]([CH:42]([CH3:44])[CH3:43])=[CH:38][CH:37]=1)[CH2:22][C:23]1[CH:24]=[N:25][C:26]([O:29][C:30]2[CH:35]=[CH:34][CH:33]=[CH:32][CH:31]=2)=[CH:27][CH:28]=1)=[O:20])C1C=CC=CC=1.C([O-])=O.[NH4+]. (2) Given the product [N+:36]([C:35]1[C:30]([NH:28][CH2:27][CH2:26][CH2:25][O:24][C:20]2[CH:19]=[C:18]3[C:23]([C:15]([CH:8]([C:2]4[CH:3]=[CH:4][CH:5]=[CH:6][CH:7]=4)[CH2:9][C:10]([OH:12])=[O:11])=[CH:16][NH:17]3)=[CH:22][CH:21]=2)=[N:31][CH:32]=[CH:33][CH:34]=1)([O-:38])=[O:37], predict the reactants needed to synthesize it. The reactants are: Cl.[C:2]1([CH:8]([C:15]2[C:23]3[C:18](=[CH:19][C:20]([O:24][CH2:25][CH2:26][CH2:27][NH2:28])=[CH:21][CH:22]=3)[NH:17][CH:16]=2)[CH2:9][C:10]([O:12]CC)=[O:11])[CH:7]=[CH:6][CH:5]=[CH:4][CH:3]=1.Cl[C:30]1[C:35]([N+:36]([O-:38])=[O:37])=[CH:34][CH:33]=[CH:32][N:31]=1.